This data is from Full USPTO retrosynthesis dataset with 1.9M reactions from patents (1976-2016). The task is: Predict the reactants needed to synthesize the given product. Given the product [F:14][C:2]([F:1])([CH3:13])[CH2:3][CH2:4][CH2:5][CH2:6][N:7]1[N:11]=[C:10]([NH:12][C:26]([C:22]2[N:23]=[CH:24][O:25][C:21]=2[C:15]2[CH:16]=[CH:17][CH:18]=[CH:19][CH:20]=2)=[O:27])[CH:9]=[N:8]1, predict the reactants needed to synthesize it. The reactants are: [F:1][C:2]([F:14])([CH3:13])[CH2:3][CH2:4][CH2:5][CH2:6][N:7]1[N:11]=[C:10]([NH2:12])[CH:9]=[N:8]1.[C:15]1([C:21]2[O:25][CH:24]=[N:23][C:22]=2[C:26](O)=[O:27])[CH:20]=[CH:19][CH:18]=[CH:17][CH:16]=1.